This data is from NCI-60 drug combinations with 297,098 pairs across 59 cell lines. The task is: Regression. Given two drug SMILES strings and cell line genomic features, predict the synergy score measuring deviation from expected non-interaction effect. (1) Drug 1: C1=NC2=C(N1)C(=S)N=C(N2)N. Drug 2: CC12CCC3C(C1CCC2OP(=O)(O)O)CCC4=C3C=CC(=C4)OC(=O)N(CCCl)CCCl.[Na+]. Cell line: MALME-3M. Synergy scores: CSS=4.96, Synergy_ZIP=-9.32, Synergy_Bliss=-7.60, Synergy_Loewe=-17.3, Synergy_HSA=-8.59. (2) Drug 1: CNC(=O)C1=NC=CC(=C1)OC2=CC=C(C=C2)NC(=O)NC3=CC(=C(C=C3)Cl)C(F)(F)F. Drug 2: COCCOC1=C(C=C2C(=C1)C(=NC=N2)NC3=CC=CC(=C3)C#C)OCCOC.Cl. Cell line: CCRF-CEM. Synergy scores: CSS=-3.96, Synergy_ZIP=3.10, Synergy_Bliss=2.87, Synergy_Loewe=0.270, Synergy_HSA=-0.952. (3) Drug 1: CC1=C(C=C(C=C1)NC(=O)C2=CC=C(C=C2)CN3CCN(CC3)C)NC4=NC=CC(=N4)C5=CN=CC=C5. Drug 2: CC1=C2C(C(=O)C3(C(CC4C(C3C(C(C2(C)C)(CC1OC(=O)C(C(C5=CC=CC=C5)NC(=O)C6=CC=CC=C6)O)O)OC(=O)C7=CC=CC=C7)(CO4)OC(=O)C)O)C)OC(=O)C. Cell line: EKVX. Synergy scores: CSS=8.90, Synergy_ZIP=2.14, Synergy_Bliss=5.71, Synergy_Loewe=-37.3, Synergy_HSA=-5.84. (4) Drug 1: CCC(=C(C1=CC=CC=C1)C2=CC=C(C=C2)OCCN(C)C)C3=CC=CC=C3.C(C(=O)O)C(CC(=O)O)(C(=O)O)O. Synergy scores: CSS=14.0, Synergy_ZIP=0.769, Synergy_Bliss=2.59, Synergy_Loewe=-48.8, Synergy_HSA=-2.48. Cell line: SF-295. Drug 2: CC1=C(C(=O)C2=C(C1=O)N3CC4C(C3(C2COC(=O)N)OC)N4)N. (5) Drug 1: CCC1=C2CN3C(=CC4=C(C3=O)COC(=O)C4(CC)O)C2=NC5=C1C=C(C=C5)O. Drug 2: C1CC(=O)NC(=O)C1N2C(=O)C3=CC=CC=C3C2=O. Cell line: HCT116. Synergy scores: CSS=52.2, Synergy_ZIP=3.48, Synergy_Bliss=3.56, Synergy_Loewe=-73.4, Synergy_HSA=0.505.